This data is from Forward reaction prediction with 1.9M reactions from USPTO patents (1976-2016). The task is: Predict the product of the given reaction. (1) Given the reactants CC(P(C(C)(C)C)C1C(C2C=CC=CC=2)=CC=CC=1)(C)C.[C:22]([P:28](=[O:33])([OH:32])[O:29][CH2:30][CH3:31])#[C:23][CH2:24][CH2:25][CH2:26][CH3:27].[CH2:34]([C:38]1[CH:43]=[CH:42][CH:41]=[CH:40][CH:39]=1)[CH2:35][C:36]#[CH:37], predict the reaction product. The product is: [CH2:30]([O:29][P:28]1(=[O:32])[CH:22]=[C:23]([CH2:24][CH2:25][CH2:26][CH3:27])[CH:37]=[C:36]([CH2:35][CH2:34][C:38]2[CH:43]=[CH:42][CH:41]=[CH:40][CH:39]=2)[O:33]1)[CH3:31]. (2) Given the reactants [Cl:1][C:2]1[CH:7]=[CH:6][C:5]([C:8]2[CH:13]=[C:12]([CH:14]3[CH2:16][CH2:15]3)[N:11]3[N:17]=[CH:18][C:19]([C:20]([OH:22])=O)=[C:10]3[N:9]=2)=[CH:4][CH:3]=1.[OH:23][CH2:24][C:25]([NH:28][S:29]([C:32]1[S:36][C:35]([NH2:37])=[N:34][C:33]=1[CH3:38])(=[O:31])=[O:30])([CH3:27])[CH3:26], predict the reaction product. The product is: [OH:23][CH2:24][C:25]([NH:28][S:29]([C:32]1[S:36][C:35]([NH:37][C:20]([C:19]2[CH:18]=[N:17][N:11]3[C:12]([CH:14]4[CH2:16][CH2:15]4)=[CH:13][C:8]([C:5]4[CH:6]=[CH:7][C:2]([Cl:1])=[CH:3][CH:4]=4)=[N:9][C:10]=23)=[O:22])=[N:34][C:33]=1[CH3:38])(=[O:31])=[O:30])([CH3:27])[CH3:26]. (3) Given the reactants [Cl:1][C:2]1[C:7]([Cl:8])=[CH:6][CH:5]=[CH:4][C:3]=1B(O)O.[F:12][C:13]1[CH:14]=[C:15]([CH:25]([NH:27][C:28]([C:30]2[N:31]=[C:32](Cl)[O:33][CH:34]=2)=[O:29])[CH3:26])[CH:16]=[C:17]([F:24])[C:18]=1[NH:19][S:20]([CH3:23])(=[O:22])=[O:21].C([O-])([O-])=O.[Cs+].[Cs+], predict the reaction product. The product is: [F:24][C:17]1[CH:16]=[C:15]([CH:25]([NH:27][C:28]([C:30]2[N:31]=[C:32]([C:3]3[CH:4]=[CH:5][CH:6]=[C:7]([Cl:8])[C:2]=3[Cl:1])[O:33][CH:34]=2)=[O:29])[CH3:26])[CH:14]=[C:13]([F:12])[C:18]=1[NH:19][S:20]([CH3:23])(=[O:22])=[O:21].